Task: Predict the reactants needed to synthesize the given product.. Dataset: Full USPTO retrosynthesis dataset with 1.9M reactions from patents (1976-2016) (1) Given the product [Br:20][CH2:1][C:2]1[C:7]2[N:8]=[CH:9][CH:10]=[CH:11][C:6]=2[C:5](=[O:12])[NH:4][N:3]=1, predict the reactants needed to synthesize it. The reactants are: [CH3:1][C:2]1[C:7]2[N:8]=[CH:9][CH:10]=[CH:11][C:6]=2[C:5](=[O:12])[NH:4][N:3]=1.C1C(=O)N([Br:20])C(=O)C1.C(OOC(=O)C1C=CC=CC=1)(=O)C1C=CC=CC=1. (2) Given the product [C:11]1([C:10]2[C:6]3[C:4](=[O:3])[NH:23][CH:22]=[N:17][C:7]=3[S:8][CH:9]=2)[CH:16]=[CH:15][CH:14]=[CH:13][CH:12]=1, predict the reactants needed to synthesize it. The reactants are: C([O:3][C:4]([C:6]1[C:10]([C:11]2[CH:16]=[CH:15][CH:14]=[CH:13][CH:12]=2)=[CH:9][S:8][C:7]=1[NH2:17])=O)C.C(O)(=O)C.[CH:22](N)=[NH:23]. (3) Given the product [N:1]1[CH:6]=[CH:5][CH:4]=[CH:3][C:2]=1[O:7][CH2:8][C:9]1[CH:14]=[CH:13][C:12]([NH:15][NH2:17])=[CH:11][CH:10]=1, predict the reactants needed to synthesize it. The reactants are: [N:1]1[CH:6]=[CH:5][CH:4]=[CH:3][C:2]=1[O:7][CH2:8][C:9]1[CH:14]=[CH:13][C:12]([NH2:15])=[CH:11][CH:10]=1.Cl.[N:17]([O-])=O.[Na+].OS([O-])(=O)=O.[Na+].[OH-].[K+].